From a dataset of Forward reaction prediction with 1.9M reactions from USPTO patents (1976-2016). Predict the product of the given reaction. (1) The product is: [CH3:1][C:2]1[CH:13]=[CH:12][C:5]2[CH:6]=[C:7]([C:9]([O:11][CH3:15])=[O:10])[O:8][C:4]=2[CH:3]=1. Given the reactants [CH3:1][C:2]1[CH:13]=[CH:12][C:5]2[CH:6]=[C:7]([C:9]([OH:11])=[O:10])[O:8][C:4]=2[CH:3]=1.[Si](C=[N+]=[N-])(C)(C)[CH3:15], predict the reaction product. (2) Given the reactants [N+:1]([C:4]1[CH:5]=[CH:6][C:7](OC2C=C3C(=CC=2)OC(C2C=CC=CC=2)CC3)=[N:8][CH:9]=1)([O-:3])=[O:2].[Br:27][C:28]1[CH:29]=[C:30]([CH:34]2[CH2:43][CH:42]([OH:44])[C:41]3[C:36](=[CH:37][CH:38]=[C:39]([OH:45])[CH:40]=3)[O:35]2)[CH:31]=[CH:32][CH:33]=1, predict the reaction product. The product is: [Br:27][C:28]1[CH:29]=[C:30]([CH:34]2[CH2:43][CH:42]([OH:44])[C:41]3[C:36](=[CH:37][CH:38]=[C:39]([O:45][C:7]4[CH:6]=[CH:5][C:4]([N+:1]([O-:3])=[O:2])=[CH:9][N:8]=4)[CH:40]=3)[O:35]2)[CH:31]=[CH:32][CH:33]=1. (3) Given the reactants C1[C@H](N)[C@@H](O[C@H]2O[C@H](CN)[C@@H](O)[C@H](O)[C@H]2O)[C@H](O)[C@@H](O[C@H]2O[C@H](CO)[C@@H](O)[C@H](N)[C@H]2O)[C@@H]1N.C1C([C@@H](O)[C@H](NC(C(Cl)Cl)=O)CO)=CC=C([N+]([O-])=O)C=1.[NH2:54][C@H:55]([C:63]([OH:65])=[O:64])[CH2:56][C:57]1[CH:62]=[CH:61][CH:60]=[CH:59][CH:58]=1.[NH2:66][C@H:67]([C:76]([OH:78])=[O:77])[CH2:68][C:69]1[CH:74]=[CH:73][C:72]([OH:75])=[CH:71][CH:70]=1, predict the reaction product. The product is: [NH2:54][C@H:55]([C:63]([OH:65])=[O:64])[CH2:56][C:57]1[CH:62]=[CH:61][CH:60]=[CH:59][CH:58]=1.[NH2:66][C@H:67]([C:76]([OH:78])=[O:77])[CH2:68][C:69]1[CH:70]=[CH:71][C:72]([OH:75])=[CH:73][CH:74]=1. (4) Given the reactants Cl[CH2:2][C:3]1[CH:28]=[CH:27][C:6]([C:7]([NH:9][C:10]2[S:11][C:12]3[C:13]([N:21]4[CH2:26][CH2:25][O:24][CH2:23][CH2:22]4)=[N:14][CH:15]=[C:16]([O:19][CH3:20])[C:17]=3[N:18]=2)=[O:8])=[CH:5][CH:4]=1.[CH3:29][O:30][CH2:31][CH2:32][NH:33][CH3:34], predict the reaction product. The product is: [CH3:29][O:30][CH2:31][CH2:32][N:33]([CH2:2][C:3]1[CH:28]=[CH:27][C:6]([C:7]([NH:9][C:10]2[S:11][C:12]3[C:13]([N:21]4[CH2:26][CH2:25][O:24][CH2:23][CH2:22]4)=[N:14][CH:15]=[C:16]([O:19][CH3:20])[C:17]=3[N:18]=2)=[O:8])=[CH:5][CH:4]=1)[CH3:34].